The task is: Binary Classification. Given a T-cell receptor sequence (or CDR3 region) and an epitope sequence, predict whether binding occurs between them.. This data is from TCR-epitope binding with 47,182 pairs between 192 epitopes and 23,139 TCRs. (1) The epitope is KLGGALQAK. The TCR CDR3 sequence is CASSLGFTDTQYF. Result: 1 (the TCR binds to the epitope). (2) The epitope is QECVRGTTVL. The TCR CDR3 sequence is CASSYSADSYEQYF. Result: 1 (the TCR binds to the epitope). (3) The epitope is KTSVDCTMYI. Result: 0 (the TCR does not bind to the epitope). The TCR CDR3 sequence is CASIGGGSKAFF. (4) The epitope is EILDITPCSF. The TCR CDR3 sequence is CATSRDTPQTDQETQYF. Result: 0 (the TCR does not bind to the epitope). (5) The epitope is LLFNKVTLA. The TCR CDR3 sequence is CAASDPNTGELFF. Result: 0 (the TCR does not bind to the epitope). (6) The epitope is HTTDPSFLGRY. The TCR CDR3 sequence is CASSPPFSYNEQFF. Result: 1 (the TCR binds to the epitope). (7) The epitope is SLVKPSFYV. The TCR CDR3 sequence is CASTSYPGNEQYF. Result: 1 (the TCR binds to the epitope).